From a dataset of Reaction yield outcomes from USPTO patents with 853,638 reactions. Predict the reaction yield, written as a fraction of the theoretical maximum amount of product (1.0 means a 100% yield; for example, 0.34 means a 34% yield). (1) The reactants are [C:1]([C@@H:3]1[CH2:8][CH2:7][CH2:6][CH2:5][C@H:4]1[NH:9]C(=O)OC(C)(C)C)#[N:2].[ClH:17]. The catalyst is O1CCOCC1. The product is [ClH:17].[NH2:9][C@@H:4]1[CH2:5][CH2:6][CH2:7][CH2:8][C@H:3]1[C:1]#[N:2]. The yield is 0.970. (2) The reactants are [NH2:1][C:2]1[CH:10]=[C:9]([O:11][CH3:12])[C:8]([Br:13])=[CH:7][C:3]=1[C:4]([OH:6])=[O:5].[C:14](=O)([O-])[O-].[K+].[K+].CI. The catalyst is CN(C)C=O. The product is [NH2:1][C:2]1[CH:10]=[C:9]([O:11][CH3:12])[C:8]([Br:13])=[CH:7][C:3]=1[C:4]([O:6][CH3:14])=[O:5]. The yield is 0.830. (3) The reactants are [CH2:1]([O:8][C:9]1[C:10]([O:29][CH3:30])=[CH:11][C:12]([CH3:28])=[C:13]([CH:15]([C:17]2[C:18]([Cl:27])=[N:19][CH:20]=[CH:21][C:22]=2[C:23]([F:26])([F:25])[F:24])[OH:16])[CH:14]=1)[C:2]1[CH:7]=[CH:6][CH:5]=[CH:4][CH:3]=1.C[N+]1([O-])CCOCC1. The catalyst is C(Cl)Cl.C(#N)C.[Ru]([O-])(=O)(=O)=O.C([N+](CCC)(CCC)CCC)CC. The product is [CH2:1]([O:8][C:9]1[C:10]([O:29][CH3:30])=[CH:11][C:12]([CH3:28])=[C:13]([CH:14]=1)[C:15]([C:17]1[C:18]([Cl:27])=[N:19][CH:20]=[CH:21][C:22]=1[C:23]([F:26])([F:24])[F:25])=[O:16])[C:2]1[CH:3]=[CH:4][CH:5]=[CH:6][CH:7]=1. The yield is 0.840. (4) The reactants are [CH3:1][NH:2][C:3]([N:5]1[C:13]2[C:8](=[CH:9][C:10]([O:14][C:15]3[CH:20]=[CH:19][N:18]=[C:17]([N:21](C(OC4C=CC=CC=4)=O)[C:22](=[O:30])OC4C=CC=CC=4)[CH:16]=3)=[CH:11][CH:12]=2)[CH:7]=[CH:6]1)=[O:4].C(N(CC)CC)C.O.Cl.[NH:49]1[CH2:54][CH2:53][C:52](=[O:55])[CH2:51][CH2:50]1. The catalyst is CN(C)C=O. The product is [CH3:1][NH:2][C:3]([N:5]1[C:13]2[C:8](=[CH:9][C:10]([O:14][C:15]3[CH:20]=[CH:19][N:18]=[C:17]([NH:21][C:22]([N:49]4[CH2:54][CH2:53][C:52](=[O:55])[CH2:51][CH2:50]4)=[O:30])[CH:16]=3)=[CH:11][CH:12]=2)[CH:7]=[CH:6]1)=[O:4]. The yield is 0.590. (5) The reactants are [OH:1][C:2]([CH:5]1[CH2:8][N:7](C(OC(C)(C)C)=O)[CH2:6]1)([CH3:4])[CH3:3].[ClH:16].O1CCOCC1. The yield is 0.718. The catalyst is C(Cl)Cl. The product is [ClH:16].[NH:7]1[CH2:8][CH:5]([C:2]([OH:1])([CH3:4])[CH3:3])[CH2:6]1. (6) The reactants are [CH3:1][N:2]([CH3:18])[C:3]1[CH:8]=[CH:7][C:6]([S:9][C:10]2[CH:11]=[C:12]([CH2:16]O)[CH:13]=[CH:14][CH:15]=2)=[CH:5][CH:4]=1.C(N(CC)CC)C.N1C=CC=CC=1.S(=O)(=O)=O.[CH2:36]([O:38][C:39](=[O:60])[CH:40]=P(C1C=CC=CC=1)(C1C=CC=CC=1)C1C=CC=CC=1)[CH3:37]. The catalyst is CS(C)=O.ClCCl.C(OCC)(=O)C.O. The product is [CH2:36]([O:38][C:39](=[O:60])/[CH:40]=[CH:16]/[C:12]1[CH:13]=[CH:14][CH:15]=[C:10]([S:9][C:6]2[CH:7]=[CH:8][C:3]([N:2]([CH3:18])[CH3:1])=[CH:4][CH:5]=2)[CH:11]=1)[CH3:37]. The yield is 0.740. (7) The reactants are [OH:1][C:2]1[C:3]([C:12]([OH:14])=O)=[CH:4][CH:5]=[C:6]2[C:11]=1[N:10]=[CH:9][CH:8]=[CH:7]2.S(Cl)(Cl)=O.Cl.[CH3:20][NH:21][O:22][CH3:23].C(N(CC)C(C)C)(C)C. The catalyst is C(Cl)Cl. The product is [OH:1][C:2]1[C:3]([C:12]([N:21]([O:22][CH3:23])[CH3:20])=[O:14])=[CH:4][CH:5]=[C:6]2[C:11]=1[N:10]=[CH:9][CH:8]=[CH:7]2. The yield is 0.660.